This data is from Forward reaction prediction with 1.9M reactions from USPTO patents (1976-2016). The task is: Predict the product of the given reaction. (1) Given the reactants [Br:1][C:2]1[C:8]([F:9])=[CH:7][C:5]([NH2:6])=[C:4]([C:10]#[C:11][Si](C)(C)C)[CH:3]=1.CC([O-])(C)C.[K+], predict the reaction product. The product is: [Br:1][C:2]1[CH:3]=[C:4]2[C:5](=[CH:7][C:8]=1[F:9])[NH:6][CH:11]=[CH:10]2. (2) Given the reactants [NH2:1][C:2]1[C:3]([N:15]2[CH2:20][CH2:19][CH:18]([C:21]([O:23][CH3:24])=[O:22])[CH2:17][CH2:16]2)=[N:4][CH:5]=[C:6]([C:8]2[O:9][C:10]([CH2:13][CH3:14])=[CH:11][N:12]=2)[CH:7]=1.[CH3:25][C:26]([CH3:28])=O.C([BH3-])#N.[Na+], predict the reaction product. The product is: [CH2:13]([C:10]1[O:9][C:8]([C:6]2[CH:7]=[C:2]([NH:1][CH:26]([CH3:28])[CH3:25])[C:3]([N:15]3[CH2:16][CH2:17][CH:18]([C:21]([O:23][CH3:24])=[O:22])[CH2:19][CH2:20]3)=[N:4][CH:5]=2)=[N:12][CH:11]=1)[CH3:14]. (3) Given the reactants [C:1]12([C:7]3[CH:12]=[CH:11][C:10]([N:13]4[CH2:17][C@H:16]([CH2:18][NH:19][C:20](=[O:22])[CH3:21])[O:15][C:14]4=[O:23])=[CH:9][CH:8]=3)[CH2:6][CH:5]1[CH2:4][NH:3][CH2:2]2.CCN(C(C)C)C(C)C.[F:33][C:34]([F:45])([F:44])[C:35](O[C:35](=[O:36])[C:34]([F:45])([F:44])[F:33])=[O:36], predict the reaction product. The product is: [O:23]=[C:14]1[N:13]([C:10]2[CH:9]=[CH:8][C:7]([C:1]34[CH2:6][CH:5]3[CH2:4][N:3]([C:35](=[O:36])[C:34]([F:45])([F:44])[F:33])[CH2:2]4)=[CH:12][CH:11]=2)[CH2:17][C@H:16]([CH2:18][NH:19][C:20](=[O:22])[CH3:21])[O:15]1.